Dataset: Forward reaction prediction with 1.9M reactions from USPTO patents (1976-2016). Task: Predict the product of the given reaction. (1) Given the reactants [NH2:1][C:2]1[C:3]([C:9]([NH:11][C:12]2[C:17]([N:18]3[CH2:23][CH2:22][CH:21]([NH2:24])[CH2:20][CH2:19]3)=[CH:16][CH:15]=[CH:14][N:13]=2)=[O:10])=[N:4][C:5](Br)=[CH:6][N:7]=1.[B:34]1([B:34]2[O:38][C:37]([CH3:40])([CH3:39])[C:36]([CH3:42])([CH3:41])[O:35]2)[O:38][C:37]([CH3:40])([CH3:39])[C:36]([CH3:42])([CH3:41])[O:35]1.C[C:44]([O-:46])=[O:45].[K+], predict the reaction product. The product is: [NH2:1][C:2]1[C:3]([C:9]([NH:11][C:12]2[C:17]([N:18]3[CH2:23][CH2:22][CH:21]([NH:24][C:44](=[O:45])[O:46][C:36]([CH3:42])([CH3:41])[CH3:37])[CH2:20][CH2:19]3)=[CH:16][CH:15]=[CH:14][N:13]=2)=[O:10])=[N:4][C:5]([B:34]2[O:35][C:36]([CH3:41])([CH3:42])[C:37]([CH3:39])([CH3:40])[O:38]2)=[CH:6][N:7]=1. (2) Given the reactants [CH3:1][O:2][C:3](=[O:11])[C:4]1[CH:9]=[CH:8][CH:7]=[N:6][C:5]=1F.[F:12][C:13]1[CH:19]=[CH:18][C:17]([O:20][CH3:21])=[CH:16][C:14]=1[NH2:15], predict the reaction product. The product is: [F:12][C:13]1[CH:19]=[CH:18][C:17]([O:20][CH3:21])=[CH:16][C:14]=1[NH:15][C:5]1[N:6]=[CH:7][CH:8]=[CH:9][C:4]=1[C:3]([O:2][CH3:1])=[O:11]. (3) Given the reactants [Cl:1][C:2]1[CH:30]=[CH:29][C:5]([CH2:6][NH:7][C:8]([C:10]2[C:11](=[O:28])[C:12]3[S:19][C:18]([CH2:20]Cl)=[C:17]([CH2:22][O:23][CH2:24][CH2:25][O:26][CH3:27])[C:13]=3[N:14]([CH3:16])[CH:15]=2)=[O:9])=[CH:4][CH:3]=1.[CH3:31][NH:32][CH2:33][CH:34]([C:36]1[CH:37]=[N:38][CH:39]=[CH:40][CH:41]=1)[OH:35].C(N(C(C)C)CC)(C)C, predict the reaction product. The product is: [Cl:1][C:2]1[CH:3]=[CH:4][C:5]([CH2:6][NH:7][C:8]([C:10]2[C:11](=[O:28])[C:12]3[S:19][C:18]([CH2:20][N:32]([CH2:33][CH:34]([OH:35])[C:36]4[CH:37]=[N:38][CH:39]=[CH:40][CH:41]=4)[CH3:31])=[C:17]([CH2:22][O:23][CH2:24][CH2:25][O:26][CH3:27])[C:13]=3[N:14]([CH3:16])[CH:15]=2)=[O:9])=[CH:29][CH:30]=1. (4) Given the reactants [CH2:1]([O:8][C:9]1[CH:10]=[C:11]([CH:44]=[CH:45][CH:46]=1)[CH2:12][C@@H:13]1[C@@H:17](/[CH:18]=[CH:19]/[C@@H:20]([O:26][Si:27]([C:30]([CH3:33])([CH3:32])[CH3:31])([CH3:29])[CH3:28])[CH2:21][CH2:22][CH2:23][CH2:24][CH3:25])[C@H:16]([O:34][Si:35]([C:38]([CH3:41])([CH3:40])[CH3:39])([CH3:37])[CH3:36])[CH2:15][C@@H:14]1[CH2:42][OH:43])[C:2]1[CH:7]=[CH:6][CH:5]=[CH:4][CH:3]=1.C(N(CC)CC)C.[C:54]1([CH3:64])[CH:59]=[CH:58][C:57]([S:60](Cl)(=[O:62])=[O:61])=[CH:56][CH:55]=1.C(=O)(O)[O-].[Na+], predict the reaction product. The product is: [CH3:64][C:54]1[CH:59]=[CH:58][C:57]([S:60]([O:43][CH2:42][C@H:14]2[CH2:15][C@@H:16]([O:34][Si:35]([C:38]([CH3:41])([CH3:40])[CH3:39])([CH3:37])[CH3:36])[C@H:17](/[CH:18]=[CH:19]/[C@@H:20]([O:26][Si:27]([C:30]([CH3:31])([CH3:32])[CH3:33])([CH3:28])[CH3:29])[CH2:21][CH2:22][CH2:23][CH2:24][CH3:25])[C@H:13]2[CH2:12][C:11]2[CH:44]=[CH:45][CH:46]=[C:9]([O:8][CH2:1][C:2]3[CH:7]=[CH:6][CH:5]=[CH:4][CH:3]=3)[CH:10]=2)(=[O:62])=[O:61])=[CH:56][CH:55]=1. (5) The product is: [NH2:18][C:19]1([C:24]([NH:26][C@H:27]([C:31]([N:33]([C@@H:35]([C@@H:68]([CH3:71])[CH2:69][CH3:70])[C@H:36]([O:66][CH3:67])[CH2:37][C:38]([N:40]2[CH2:44][CH2:43][CH2:42][C@H:41]2[C@H:45]([O:64][CH3:65])[C@@H:46]([CH3:63])[C:47]([NH:49][C@H:50]([C:58]2[S:59][CH:60]=[CH:61][N:62]=2)[CH2:51][C:52]2[CH:53]=[CH:54][CH:55]=[CH:56][CH:57]=2)=[S:48])=[O:39])[CH3:34])=[O:32])[CH:28]([CH3:30])[CH3:29])=[O:25])[CH2:20][CH2:21][CH2:22][CH2:23]1. Given the reactants C1C2C(COC([NH:18][C:19]3([C:24]([NH:26][C@H:27]([C:31]([N:33]([C@@H:35]([C@@H:68]([CH3:71])[CH2:69][CH3:70])[C@H:36]([O:66][CH3:67])[CH2:37][C:38]([N:40]4[CH2:44][CH2:43][CH2:42][C@H:41]4[C@H:45]([O:64][CH3:65])[C@@H:46]([CH3:63])[C:47]([NH:49][C@H:50]([C:58]4[S:59][CH:60]=[CH:61][N:62]=4)[CH2:51][C:52]4[CH:57]=[CH:56][CH:55]=[CH:54][CH:53]=4)=[S:48])=[O:39])[CH3:34])=[O:32])[CH:28]([CH3:30])[CH3:29])=[O:25])[CH2:23][CH2:22][CH2:21][CH2:20]3)=O)C3C(=CC=CC=3)C=2C=CC=1, predict the reaction product. (6) Given the reactants Br[C:2]1[CH:7]=[CH:6][CH:5]=[C:4]([Br:8])[N:3]=1.[NH:9]1[CH2:14][CH2:13][CH:12]([CH2:15][CH2:16][OH:17])[CH2:11][CH2:10]1, predict the reaction product. The product is: [Br:8][C:4]1[N:3]=[C:2]([N:9]2[CH2:14][CH2:13][CH:12]([CH2:15][CH2:16][OH:17])[CH2:11][CH2:10]2)[CH:7]=[CH:6][CH:5]=1.